Dataset: Forward reaction prediction with 1.9M reactions from USPTO patents (1976-2016). Task: Predict the product of the given reaction. (1) The product is: [CH2:1]([O:8][C:9]1[CH:10]=[C:11]([CH:22]=[C:23]([O:33][CH2:34][C:35]2[CH:40]=[CH:39][CH:38]=[CH:37][CH:36]=2)[C:24]=1[O:25][CH2:26][C:27]1[CH:28]=[CH:29][CH:30]=[CH:31][CH:32]=1)[C:12]([OH:14])=[O:13])[C:2]1[CH:3]=[CH:4][CH:5]=[CH:6][CH:7]=1. Given the reactants [CH2:1]([O:8][C:9]1[CH:10]=[C:11]([CH:22]=[C:23]([O:33][CH2:34][C:35]2[CH:40]=[CH:39][CH:38]=[CH:37][CH:36]=2)[C:24]=1[O:25][CH2:26][C:27]1[CH:32]=[CH:31][CH:30]=[CH:29][CH:28]=1)[C:12]([O:14]CC1C=CC=CC=1)=[O:13])[C:2]1[CH:7]=[CH:6][CH:5]=[CH:4][CH:3]=1, predict the reaction product. (2) Given the reactants C(OC([N:8]1[C@H:12]([CH2:13][C:14]2[CH:19]=[CH:18][C:17]([C:20]3[CH:25]=[CH:24][CH:23]=[CH:22][CH:21]=3)=[CH:16][CH:15]=2)[CH2:11][CH2:10][C:9]1=[O:26])=O)(C)(C)C.C(O)(C(F)(F)F)=O, predict the reaction product. The product is: [C:17]1([C:20]2[CH:21]=[CH:22][CH:23]=[CH:24][CH:25]=2)[CH:16]=[CH:15][C:14]([CH2:13][C@H:12]2[NH:8][C:9](=[O:26])[CH2:10][CH2:11]2)=[CH:19][CH:18]=1. (3) Given the reactants C(OC1C=CC=CC=1C1NN=C(SCC([N:20]2[CH2:25][CH2:24][O:23][CH2:22][CH2:21]2)=O)N=1)(C)C.[CH3:26][O:27][C:28]1[CH:33]=[CH:32][CH:31]=[CH:30][C:29]=1[C:34]1[NH:38][N:37]=[C:36]([O:39][CH2:40][C:41]([OH:43])=O)[CH:35]=1, predict the reaction product. The product is: [CH3:26][O:27][C:28]1[CH:33]=[CH:32][CH:31]=[CH:30][C:29]=1[C:34]1[NH:38][N:37]=[C:36]([O:39][CH2:40][C:41]([N:20]2[CH2:25][CH2:24][O:23][CH2:22][CH2:21]2)=[O:43])[CH:35]=1.